Dataset: Full USPTO retrosynthesis dataset with 1.9M reactions from patents (1976-2016). Task: Predict the reactants needed to synthesize the given product. (1) Given the product [C:31]([O:35][C:36]([N:38]1[CH2:43][CH2:42][O:41][C@H:40]([C@@H:44]([O:51][C:52]2[CH:57]=[CH:56][C:55]([Cl:58])=[CH:54][C:53]=2[O:59][CH3:60])[C:45]2[CH:50]=[CH:49][CH:48]=[CH:47][CH:46]=2)[CH2:39]1)=[O:37])([CH3:34])([CH3:33])[CH3:32].[Cl:58][C:55]1[CH:56]=[CH:57][C:52]([O:51][CH:44]([C:45]2[CH:50]=[CH:49][CH:48]=[CH:47][CH:46]=2)[CH:40]2[O:41][CH2:42][CH2:43][NH:38][CH2:39]2)=[C:53]([O:59][CH3:60])[CH:54]=1, predict the reactants needed to synthesize it. The reactants are: C(OC(N1CCO[C@H]([C@@H](OC2C=CC(F)=CC=2Cl)C2C=CC=C(F)C=2)C1)=O)(C)(C)C.[C:31]([O:35][C:36]([N:38]1[CH2:43][CH2:42][O:41][C@H:40]([C@@H:44]([O:51][C:52]2[CH:57]=[CH:56][C:55]([Cl:58])=[CH:54][C:53]=2[O:59][CH3:60])[C:45]2[CH:50]=[CH:49][CH:48]=[CH:47][CH:46]=2)[CH2:39]1)=[O:37])([CH3:34])([CH3:33])[CH3:32].FC(F)(F)C(O)=O. (2) Given the product [N:18]1[N:10]2[C:11]3[C:16]([C:17]4[NH:5][CH:6]=[N:7][C:8]=4[C:9]2=[N:20][N:19]=1)=[CH:15][CH:14]=[CH:13][CH:12]=3, predict the reactants needed to synthesize it. The reactants are: CC([N:5]1[C:17]2[C:16]3[C:11](=[CH:12][CH:13]=[CH:14][CH:15]=3)[N:10]3[N:18]=[N:19][N:20]=[C:9]3[C:8]=2[N:7]=[CH:6]1)(C)C.Cl.[OH-].[Na+]. (3) Given the product [CH:30]1([NH:33][C:13](=[O:15])[C:12]2[CH:16]=[C:17]([I:1])[C:18]([CH3:19])=[C:10]([F:9])[CH:11]=2)[CH2:32][CH2:31]1, predict the reactants needed to synthesize it. The reactants are: [I:1]N1C(=O)CCC1=O.[F:9][C:10]1[CH:11]=[C:12]([CH:16]=[CH:17][C:18]=1[CH3:19])[C:13]([OH:15])=O.S(Cl)(Cl)=O.C(=O)([O-])[O-].[Na+].[Na+].[CH:30]1([NH2:33])[CH2:32][CH2:31]1. (4) Given the product [Br:1][C:2]1[CH:17]=[CH:16][C:5]2[C:6]3[N:7]=[C:8]([N:14]4[C:22]([C:23]5[CH:28]=[CH:27][C:26]([F:29])=[CH:25][C:24]=5[F:30])=[N:21][CH:20]=[N:15]4)[S:9][C:10]=3[CH2:11][CH2:12][O:13][C:4]=2[CH:3]=1, predict the reactants needed to synthesize it. The reactants are: [Br:1][C:2]1[CH:17]=[CH:16][C:5]2[C:6]3[N:7]=[C:8]([NH:14][NH2:15])[S:9][C:10]=3[CH2:11][CH2:12][O:13][C:4]=2[CH:3]=1.CN(C)/[CH:20]=[N:21]/[C:22](=O)[C:23]1[CH:28]=[CH:27][C:26]([F:29])=[CH:25][C:24]=1[F:30]. (5) Given the product [Br:2][C:3]1[CH:4]=[CH:5][C:6]([O:9][CH2:10][CH:11]2[CH2:16][CH2:15][N:14]([CH2:21][C:19]([OH:20])([CH2:22][CH3:23])[CH2:17][CH3:18])[CH2:13][CH2:12]2)=[N:7][CH:8]=1, predict the reactants needed to synthesize it. The reactants are: Cl.[Br:2][C:3]1[CH:4]=[CH:5][C:6]([O:9][CH2:10][CH:11]2[CH2:16][CH2:15][NH:14][CH2:13][CH2:12]2)=[N:7][CH:8]=1.[CH2:17]([C:19]1([CH2:22][CH3:23])[CH2:21][O:20]1)[CH3:18].C([O-])([O-])=O.[K+].[K+].CCO. (6) The reactants are: COC1C=CC(C2CCC3C(=CC=C(OC)C=3)C2)=C(CCC2C=CC(O)=CC=2)C=1.Cl.ClCCN1CCCCC1.C[O:41][C:42]1[CH:43]=[CH:44][C:45]([CH:65]2[CH2:74][CH2:73][C:72]3[C:67](=[CH:68][CH:69]=[C:70]([O:75]C)[CH:71]=3)[CH2:66]2)=[C:46]([CH2:48][CH2:49][C:50]2[CH:64]=[CH:63][C:53]([O:54][CH2:55][CH2:56][N:57]3[CH2:62][CH2:61][CH2:60][CH2:59][CH2:58]3)=[CH:52][CH:51]=2)[CH:47]=1. Given the product [OH:41][C:42]1[CH:43]=[CH:44][C:45]([CH:65]2[CH2:74][CH2:73][C:72]3[CH:71]=[C:70]([OH:75])[CH:69]=[CH:68][C:67]=3[CH2:66]2)=[C:46]([CH2:48][CH2:49][C:50]2[CH:64]=[CH:63][C:53]([O:54][CH2:55][CH2:56][N:57]3[CH2:62][CH2:61][CH2:60][CH2:59][CH2:58]3)=[CH:52][CH:51]=2)[CH:47]=1, predict the reactants needed to synthesize it. (7) Given the product [OH:6][C:7]1([C:2]2[S:1][CH:5]=[CH:4][N:3]=2)[CH2:8][CH2:9][CH:10]([C:13]([O:15][CH2:16][CH3:17])=[O:14])[CH2:11][CH2:12]1, predict the reactants needed to synthesize it. The reactants are: [S:1]1[CH:5]=[CH:4][N:3]=[CH:2]1.[O:6]=[C:7]1[CH2:12][CH2:11][CH:10]([C:13]([O:15][CH2:16][CH3:17])=[O:14])[CH2:9][CH2:8]1.